This data is from Forward reaction prediction with 1.9M reactions from USPTO patents (1976-2016). The task is: Predict the product of the given reaction. (1) Given the reactants C([O:3][C:4](=[O:41])[CH2:5][O:6][C@H:7]1[CH2:12][CH2:11][C@H:10]([N:13]2[C:18](=[O:19])[C:17]([CH2:20][C:21]3[CH:26]=[CH:25][C:24]([C:27]4[CH:32]=[CH:31][CH:30]=[CH:29][C:28]=4[C:33]#[N:34])=[CH:23][CH:22]=3)=[C:16]([CH2:35][CH2:36][CH3:37])[N:15]3[N:38]=[CH:39][N:40]=[C:14]23)[CH2:9][CH2:8]1)C.[OH-].[Na+].CO.Cl, predict the reaction product. The product is: [C:33]([C:28]1[CH:29]=[CH:30][CH:31]=[CH:32][C:27]=1[C:24]1[CH:25]=[CH:26][C:21]([CH2:20][C:17]2[C:18](=[O:19])[N:13]([C@H:10]3[CH2:11][CH2:12][C@H:7]([O:6][CH2:5][C:4]([OH:41])=[O:3])[CH2:8][CH2:9]3)[C:14]3[N:15]([N:38]=[CH:39][N:40]=3)[C:16]=2[CH2:35][CH2:36][CH3:37])=[CH:22][CH:23]=1)#[N:34]. (2) Given the reactants [CH3:1][O:2][C:3]1[CH:4]=[C:5]2[C:10](=[CH:11][C:12]=1[O:13][CH3:14])[N:9]=[CH:8][CH:7]=[C:6]2[O:15][C:16]1[C:17]([OH:22])=[N:18][CH:19]=[CH:20][CH:21]=1.C(=O)([O-])[O-].[K+].[K+].[CH:29]1(Br)[CH2:33][CH2:32][CH2:31][CH2:30]1.O, predict the reaction product. The product is: [CH:29]1([O:22][C:17]2[C:16]([O:15][C:6]3[C:5]4[C:10](=[CH:11][C:12]([O:13][CH3:14])=[C:3]([O:2][CH3:1])[CH:4]=4)[N:9]=[CH:8][CH:7]=3)=[CH:21][CH:20]=[CH:19][N:18]=2)[CH2:33][CH2:32][CH2:31][CH2:30]1. (3) Given the reactants [NH2:1][C:2]1[CH:3]=[N:4][CH:5]=[CH:6][CH:7]=1.C[Si]([N-][Si](C)(C)C)(C)C.[Na+].[C:18](#[N:25])[C:19]1[CH:24]=[CH:23][CH:22]=[CH:21][CH:20]=1, predict the reaction product. The product is: [N:4]1[CH:5]=[CH:6][CH:7]=[C:2]([NH:1][C:18](=[NH:25])[C:19]2[CH:24]=[CH:23][CH:22]=[CH:21][CH:20]=2)[CH:3]=1.